Dataset: Forward reaction prediction with 1.9M reactions from USPTO patents (1976-2016). Task: Predict the product of the given reaction. (1) Given the reactants [F:1][C:2]([F:17])([F:16])[O:3][C:4]1[CH:5]=[C:6]([C:10]2[N:14]=[C:13]([NH2:15])[S:12][N:11]=2)[CH:7]=[CH:8][CH:9]=1.C[O:19][C:20](=O)[C:21]1[CH:26]=[CH:25][C:24]([NH:27][C:28]2[CH:33]=[CH:32][N:31]=[CH:30][N:29]=2)=[CH:23][CH:22]=1, predict the reaction product. The product is: [F:17][C:2]([F:1])([F:16])[O:3][C:4]1[CH:5]=[C:6]([C:10]2[N:14]=[C:13]([NH:15][C:20](=[O:19])[C:21]3[CH:22]=[CH:23][C:24]([NH:27][C:28]4[CH:33]=[CH:32][N:31]=[CH:30][N:29]=4)=[CH:25][CH:26]=3)[S:12][N:11]=2)[CH:7]=[CH:8][CH:9]=1. (2) The product is: [OH:43][CH2:42][C@H:37]1[O:36][C:35]([CH3:34])([CH3:44])[O:39][C@H:38]1[CH:40]=[CH:20][C:21]([O:23][CH2:24][CH3:25])=[O:22]. Given the reactants C1(P(=[CH:20][C:21]([O:23][CH3:24])=[O:22])(C2C=CC=CC=2)C2C=CC=CC=2)C=CC=CC=1.[C:25](O)(=O)C1C=CC=CC=1.[CH3:34][C:35]1([CH3:44])[O:39][C@@H:38]2[CH2:40]O[CH:42]([OH:43])[C@@H:37]2[O:36]1, predict the reaction product. (3) Given the reactants [Cl:1][C:2]1[N:7]=[C:6]([NH:8][CH:9]2[CH2:13][CH2:12][CH2:11][CH2:10]2)[C:5]([C:14]#[C:15][CH:16]([O:20][CH2:21][CH3:22])[O:17][CH2:18][CH3:19])=[CH:4][N:3]=1, predict the reaction product. The product is: [Cl:1][C:2]1[N:3]=[CH:4][C:5]2[CH:14]=[C:15]([CH:16]([O:20][CH2:21][CH3:22])[O:17][CH2:18][CH3:19])[N:8]([CH:9]3[CH2:13][CH2:12][CH2:11][CH2:10]3)[C:6]=2[N:7]=1.